From a dataset of NCI-60 drug combinations with 297,098 pairs across 59 cell lines. Regression. Given two drug SMILES strings and cell line genomic features, predict the synergy score measuring deviation from expected non-interaction effect. (1) Drug 1: CC1C(C(CC(O1)OC2CC(CC3=C2C(=C4C(=C3O)C(=O)C5=C(C4=O)C(=CC=C5)OC)O)(C(=O)CO)O)N)O.Cl. Drug 2: CC1C(C(CC(O1)OC2CC(CC3=C2C(=C4C(=C3O)C(=O)C5=C(C4=O)C(=CC=C5)OC)O)(C(=O)CO)O)N)O.Cl. Cell line: SR. Synergy scores: CSS=52.2, Synergy_ZIP=-9.65, Synergy_Bliss=-11.6, Synergy_Loewe=-3.29, Synergy_HSA=-1.87. (2) Drug 1: COC1=CC(=CC(=C1O)OC)C2C3C(COC3=O)C(C4=CC5=C(C=C24)OCO5)OC6C(C(C7C(O6)COC(O7)C8=CC=CS8)O)O. Drug 2: C1=CC(=CC=C1CC(C(=O)O)N)N(CCCl)CCCl.Cl. Cell line: MDA-MB-435. Synergy scores: CSS=2.34, Synergy_ZIP=0.332, Synergy_Bliss=0.815, Synergy_Loewe=-13.5, Synergy_HSA=-4.89. (3) Drug 1: C1=CC(=CC=C1CCCC(=O)O)N(CCCl)CCCl. Drug 2: CC1=CC=C(C=C1)C2=CC(=NN2C3=CC=C(C=C3)S(=O)(=O)N)C(F)(F)F. Cell line: OVCAR-5. Synergy scores: CSS=8.98, Synergy_ZIP=-6.43, Synergy_Bliss=-3.56, Synergy_Loewe=-6.57, Synergy_HSA=-3.79.